From a dataset of Full USPTO retrosynthesis dataset with 1.9M reactions from patents (1976-2016). Predict the reactants needed to synthesize the given product. (1) Given the product [F:1][C:2]1[CH:10]=[C:9]2[C:5]([C:6]([CH2:17][C:19]3[N:24]=[C:23]([C:25]([O:27][CH3:28])=[O:26])[CH:22]=[CH:21][CH:20]=3)=[C:7]([C:11]3[CH:16]=[CH:15][CH:14]=[CH:13][CH:12]=3)[NH:8]2)=[CH:4][CH:3]=1, predict the reactants needed to synthesize it. The reactants are: [F:1][C:2]1[CH:10]=[C:9]2[C:5]([CH:6]=[C:7]([C:11]3[CH:16]=[CH:15][CH:14]=[CH:13][CH:12]=3)[NH:8]2)=[CH:4][CH:3]=1.[CH:17]([C:19]1[N:24]=[C:23]([C:25]([O:27][CH3:28])=[O:26])[CH:22]=[CH:21][CH:20]=1)=O.C([SiH](CC)CC)C.FC(F)(F)C(O)=O.[OH-].[Na+]. (2) Given the product [CH2:42]([S:39]([C:36]1[CH:37]=[CH:38][C:33]([C:15]2[S:14][C:13]3[CH:44]=[C:9]([OH:8])[CH:10]=[CH:11][C:12]=3[C:16]=2[O:17][C:18]2[CH:19]=[CH:20][C:21]([O:22][CH2:23][CH2:24][N:48]3[CH2:11][CH2:10][CH2:9][CH2:44][CH2:13]3)=[CH:31][CH:32]=2)=[CH:34][CH:35]=1)(=[O:41])=[O:40])[CH3:43], predict the reactants needed to synthesize it. The reactants are: C([O:8][C:9]1[CH:10]=[CH:11][C:12]2[C:16]([O:17][C:18]3[CH:32]=[CH:31][C:21]([O:22][CH2:23][CH2:24]C4CCCCN4)=[CH:20][CH:19]=3)=[C:15]([C:33]3[CH:38]=[CH:37][C:36]([S:39]([CH2:42][CH3:43])(=[O:41])=[O:40])=[CH:35][CH:34]=3)[S:14][C:13]=2[CH:44]=1)C1C=CC=CC=1.C([O-])=O.[NH4+:48]. (3) The reactants are: [CH3:1][O:2][C:3](=[O:31])[CH:4]=[CH:5][C:6]1[CH:11]=[CH:10][C:9]([C:12]2[CH:17]=[CH:16][C:15]([CH2:18][CH:19]([NH:23][C:24]([O:26][C:27]([CH3:30])([CH3:29])[CH3:28])=[O:25])[C:20]([OH:22])=[O:21])=[CH:14][CH:13]=2)=[CH:8][CH:7]=1.[H][H]. Given the product [C:27]([O:26][C:24]([NH:23][CH:19]([CH2:18][C:15]1[CH:16]=[CH:17][C:12]([C:9]2[CH:10]=[CH:11][C:6]([CH2:5][CH2:4][C:3]([O:2][CH3:1])=[O:31])=[CH:7][CH:8]=2)=[CH:13][CH:14]=1)[C:20]([OH:22])=[O:21])=[O:25])([CH3:29])([CH3:30])[CH3:28], predict the reactants needed to synthesize it. (4) Given the product [CH3:92][O:91][C:87]1[CH:86]=[C:85]([NH:84][C:73]2[C:72]3[C:77](=[C:78]([CH3:80])[CH:79]=[C:70]([S:67]([C:63]4[CH:64]=[CH:65][CH:66]=[C:61]([C:59]([N:56]5[CH2:55][CH2:54][CH:53]([O:52][CH2:51][CH2:50][CH2:49][CH2:48][CH2:47][CH:46]=[O:45])[CH2:58][CH2:57]5)=[O:60])[CH:62]=4)(=[O:69])=[O:68])[CH:71]=3)[N:76]=[CH:75][C:74]=2[C:81]([NH2:83])=[O:82])[CH:90]=[CH:89][CH:88]=1, predict the reactants needed to synthesize it. The reactants are: COC1C=C(NC2C3C(=C(C)C=C(S(C4C=CC=C(C(=O)NCCCCCCCC=O)C=4)(=O)=O)C=3)N=CC=2C(N)=O)C=CC=1.[OH:45][CH2:46][CH2:47][CH2:48][CH2:49][CH2:50][CH2:51][O:52][CH:53]1[CH2:58][CH2:57][N:56]([C:59]([C:61]2[CH:62]=[C:63]([S:67]([C:70]3[CH:71]=[C:72]4[C:77](=[C:78]([CH3:80])[CH:79]=3)[N:76]=[CH:75][C:74]([C:81]([NH2:83])=[O:82])=[C:73]4[NH:84][C:85]3[CH:90]=[CH:89][CH:88]=[C:87]([O:91][CH3:92])[CH:86]=3)(=[O:69])=[O:68])[CH:64]=[CH:65][CH:66]=2)=[O:60])[CH2:55][CH2:54]1. (5) Given the product [CH2:1]([C:3]1[CH:7]=[CH:6][CH:5]([Si:20]([CH:23]2[CH:27]=[CH:26][CH:25]=[CH:24]2)([CH3:22])[CH3:21])[CH:4]=1)[CH3:2], predict the reactants needed to synthesize it. The reactants are: [CH2:1]([C:3]1[CH2:7][CH:6]=[CH:5][CH:4]=1)[CH3:2].CCCCCC.C([Li])CCC.Cl[Si:20]([CH:23]1[CH:27]=[CH:26][CH:25]=[CH:24]1)([CH3:22])[CH3:21]. (6) Given the product [Br:8][C:6]1[CH:7]=[C:2]([N:9]2[CH2:14][CH2:13][N:12]([CH3:16])[CH2:11][CH2:10]2)[CH:3]=[N:4][CH:5]=1, predict the reactants needed to synthesize it. The reactants are: Br[C:2]1[CH:3]=[N:4][CH:5]=[C:6]([Br:8])[CH:7]=1.[NH:9]1[CH2:14][CH2:13][NH:12][CH2:11][CH2:10]1.Cl[CH2:16]Cl.